From a dataset of Reaction yield outcomes from USPTO patents with 853,638 reactions. Predict the reaction yield, written as a fraction of the theoretical maximum amount of product (1.0 means a 100% yield; for example, 0.34 means a 34% yield). (1) The yield is 0.300. The reactants are [F:1][C:2]1[CH:7]=[C:6]([N+:8]([O-:10])=[O:9])[CH:5]=[CH:4][C:3]=1[CH2:11][OH:12]. The catalyst is ClCCl. The product is [F:1][C:2]1[CH:7]=[C:6]([N+:8]([O-:10])=[O:9])[CH:5]=[CH:4][C:3]=1[CH:11]=[O:12]. (2) The catalyst is C1COCC1.CCOC(C)=O.Cl[Pd](Cl)([P](C1C=CC=CC=1)(C1C=CC=CC=1)C1C=CC=CC=1)[P](C1C=CC=CC=1)(C1C=CC=CC=1)C1C=CC=CC=1.[Cu](I)I.C1(P(C2C=CC=CC=2)C2C=CC=CC=2)C=CC=CC=1. The reactants are [CH2:1]([N:8]1[CH:13]=[C:12]([Cl:14])[N:11]=[C:10]([NH:15][C:16]2[C:21](Br)=[CH:20][C:19]([CH3:23])=[CH:18][N:17]=2)[C:9]1=[O:24])[C:2]1[CH:7]=[CH:6][CH:5]=[CH:4][CH:3]=1.C(N(CC)CC)C.[Si:32]([C:36]#[CH:37])([CH3:35])([CH3:34])[CH3:33]. The product is [CH2:1]([N:8]1[CH:13]=[C:12]([Cl:14])[N:11]=[C:10]([NH:15][C:16]2[C:21]([C:37]#[C:36][Si:32]([CH3:35])([CH3:34])[CH3:33])=[CH:20][C:19]([CH3:23])=[CH:18][N:17]=2)[C:9]1=[O:24])[C:2]1[CH:7]=[CH:6][CH:5]=[CH:4][CH:3]=1. The yield is 0.960. (3) The reactants are [CH3:1][N:2]1[CH:7]=[C:6]([CH2:8][C:9]2[CH:10]=[N:11][C:12]([O:15][CH3:16])=[N:13][CH:14]=2)[C:5](=[O:17])[N:4]=[C:3]1[NH:18][N+]([O-])=O.[Cl:22][C:23]1[CH:28]=[CH:27][C:26]([O:29][C:30]2[CH:35]=[CH:34][C:33]([CH2:36][CH2:37]N)=[CH:32][CH:31]=2)=[CH:25][C:24]=1[C:39]([F:42])([F:41])[F:40].[Cl:22][C:23]1[CH:28]=[CH:27][C:26]([O:29][C:30]2[CH:31]=[CH:32][C:33]([CH2:36][CH2:37]N)=[CH:34][CH:35]=2)=[CH:25][C:24]=1[C:39]([F:40])([F:41])[F:42]. The catalyst is C(O)C. The product is [Cl:22][C:23]1[CH:28]=[CH:27][C:26]([O:29][C:30]2[CH:31]=[CH:32][C:33]([CH2:36][CH2:37][NH:18][C:3]3[N:2]([CH3:1])[CH:7]=[C:6]([CH2:8][C:9]4[CH:10]=[N:11][C:12]([O:15][CH3:16])=[N:13][CH:14]=4)[C:5](=[O:17])[N:4]=3)=[CH:34][CH:35]=2)=[CH:25][C:24]=1[C:39]([F:40])([F:41])[F:42]. The yield is 0.245. (4) The reactants are Cl[C:2]1[CH:11]=[CH:10][C:9]2[N:8]=[CH:7][C:6]3[CH2:12][O:13]C(=O)[N:15]([C:16]4[CH:21]=[CH:20][C:19]([N:22]5[CH2:27][CH2:26][N:25]([C:28]([O:30][C:31]([CH3:34])([CH3:33])[CH3:32])=[O:29])[CH2:24][CH2:23]5)=[C:18]([C:35]([F:38])([F:37])[F:36])[CH:17]=4)[C:5]=3[C:4]=2[CH:3]=1.[N:40]1[C:49]2[C:44](=[CH:45][CH:46]=[CH:47][CH:48]=2)[CH:43]=[C:42](B(O)O)[CH:41]=1.CC(C1C=C(C(C)C)C(C2C(P(C(C)(C)C)C(C)(C)C)=CC=CC=2)=C(C(C)C)C=1)C.C([O-])([O-])=O.[Na+].[Na+]. The catalyst is O1CCOCC1. The product is [OH:13][CH2:12][C:6]1[CH:7]=[N:8][C:9]2[C:4]([C:5]=1[NH:15][C:16]1[CH:21]=[CH:20][C:19]([N:22]3[CH2:23][CH2:24][N:25]([C:28]([O:30][C:31]([CH3:32])([CH3:33])[CH3:34])=[O:29])[CH2:26][CH2:27]3)=[C:18]([C:35]([F:38])([F:37])[F:36])[CH:17]=1)=[CH:3][C:2]([C:42]1[CH:41]=[N:40][C:49]3[C:44]([CH:43]=1)=[CH:45][CH:46]=[CH:47][CH:48]=3)=[CH:11][CH:10]=2. The yield is 0.550. (5) The reactants are [NH2:1][C:2]1[N:6]([C:7]2[CH:12]=[CH:11][N:10]=[C:9]([C@@H:13]([NH:17][C:18]([O:20][C:21]([CH3:24])([CH3:23])[CH3:22])=[O:19])[CH2:14][CH:15]=[CH2:16])[CH:8]=2)[N:5]=[C:4]([C:25]([O:27][CH2:28][CH3:29])=[O:26])[CH:3]=1.[CH3:30][C@H:31]([CH:35]=[CH2:36])[C:32](O)=[O:33].N1C=CC=CC=1.C(P1(=O)OP(CCC)(=O)OP(CCC)(=O)O1)CC. The catalyst is CCOC(C)=O. The product is [C:21]([O:20][C:18]([NH:17][C@H:13]([C:9]1[CH:8]=[C:7]([N:6]2[C:2]([NH:1][C:32](=[O:33])[C@H:31]([CH3:30])[CH:35]=[CH2:36])=[CH:3][C:4]([C:25]([O:27][CH2:28][CH3:29])=[O:26])=[N:5]2)[CH:12]=[CH:11][N:10]=1)[CH2:14][CH:15]=[CH2:16])=[O:19])([CH3:22])([CH3:23])[CH3:24]. The yield is 0.860.